This data is from Forward reaction prediction with 1.9M reactions from USPTO patents (1976-2016). The task is: Predict the product of the given reaction. (1) Given the reactants [C:1]1([CH2:7][C:8]#[N:9])[CH:6]=[CH:5][CH:4]=[CH:3][CH:2]=1.P([O-])(OCC)(SCC)=[S:11], predict the reaction product. The product is: [C:1]1([CH2:7][C:8]([NH2:9])=[S:11])[CH:6]=[CH:5][CH:4]=[CH:3][CH:2]=1. (2) Given the reactants [CH3:1][O:2][C:3]1[CH:16]=[C:15]([O:17][CH3:18])[CH:14]=[CH:13][C:4]=1[CH2:5][NH:6][C:7]1[N:12]=[CH:11][CH:10]=[CH:9][N:8]=1.C[Si](C)(C)N[Si](C)(C)C.[Li].[Cl:29][C:30]1[CH:31]=[C:32]([S:38](Cl)(=[O:40])=[O:39])[C:33]([F:37])=[CH:34][C:35]=1[F:36], predict the reaction product. The product is: [Cl:29][C:30]1[C:35]([F:36])=[CH:34][C:33]([F:37])=[C:32]([S:38]([N:6]([CH2:5][C:4]2[CH:13]=[CH:14][C:15]([O:17][CH3:18])=[CH:16][C:3]=2[O:2][CH3:1])[C:7]2[N:8]=[CH:9][CH:10]=[CH:11][N:12]=2)(=[O:40])=[O:39])[CH:31]=1.